This data is from Forward reaction prediction with 1.9M reactions from USPTO patents (1976-2016). The task is: Predict the product of the given reaction. (1) Given the reactants [C:1]([CH:3]([CH2:14][CH2:15][O:16][Si:17]([C:20]([CH3:23])([CH3:22])[CH3:21])([CH3:19])[CH3:18])[CH2:4][CH2:5][O:6][Si:7]([C:10]([CH3:13])([CH3:12])[CH3:11])([CH3:9])[CH3:8])#N.CC(C[AlH]CC(C)C)C.[OH2:33].[OH-].[Na+], predict the reaction product. The product is: [CH:1]([CH:3]([CH2:14][CH2:15][O:16][Si:17]([C:20]([CH3:23])([CH3:22])[CH3:21])([CH3:19])[CH3:18])[CH2:4][CH2:5][O:6][Si:7]([C:10]([CH3:13])([CH3:12])[CH3:11])([CH3:9])[CH3:8])=[O:33]. (2) The product is: [Cl:13][C:12]([Cl:15])([Cl:14])[C:4]1[N:5]=[C:6]([C:8]([Cl:11])([Cl:10])[Cl:9])[N:7]=[C:2]([N:16]2[CH2:21][CH2:20][O:19][CH2:18][CH2:17]2)[N:3]=1. Given the reactants Cl[C:2]1[N:7]=[C:6]([C:8]([Cl:11])([Cl:10])[Cl:9])[N:5]=[C:4]([C:12]([Cl:15])([Cl:14])[Cl:13])[N:3]=1.[NH:16]1[CH2:21][CH2:20][O:19][CH2:18][CH2:17]1.C(N(CC)C(C)C)(C)C, predict the reaction product. (3) Given the reactants [N:1]1([C:7]([O:9][C:10]([CH3:13])([CH3:12])[CH3:11])=[O:8])[CH2:6][CH2:5][NH:4][CH2:3][CH2:2]1.[Cl:14][C:15]1[N:20]=[C:19]([NH:21][CH:22]2[CH2:27][CH2:26][O:25][CH2:24][CH2:23]2)[C:18]([N+:28]([O-:30])=[O:29])=[C:17](Cl)[N:16]=1.C(N(C(C)C)CC)(C)C, predict the reaction product. The product is: [Cl:14][C:15]1[N:16]=[C:17]([N:4]2[CH2:5][CH2:6][N:1]([C:7]([O:9][C:10]([CH3:13])([CH3:12])[CH3:11])=[O:8])[CH2:2][CH2:3]2)[C:18]([N+:28]([O-:30])=[O:29])=[C:19]([NH:21][CH:22]2[CH2:27][CH2:26][O:25][CH2:24][CH2:23]2)[N:20]=1. (4) Given the reactants Cl.Cl.Cl.[NH2:4][CH2:5][C@H:6]([N:11]1[CH2:16][CH2:15][N:14]([CH2:17][C:18]2[CH:23]=[CH:22][C:21]([F:24])=[CH:20][CH:19]=2)[CH2:13][CH2:12]1)[C:7]([O:9][CH3:10])=[O:8].Cl.[CH3:26][C:27]1[CH:36]=[C:35]([CH2:37][O:38][C:39]2[CH:44]=[CH:43][C:42]([S:45](Cl)(=[O:47])=[O:46])=[CH:41][CH:40]=2)[C:34]2[C:29](=[CH:30][CH:31]=[CH:32][CH:33]=2)[N:28]=1, predict the reaction product. The product is: [F:24][C:21]1[CH:20]=[CH:19][C:18]([CH2:17][N:14]2[CH2:13][CH2:12][N:11]([C@@H:6]([CH2:5][NH:4][S:45]([C:42]3[CH:43]=[CH:44][C:39]([O:38][CH2:37][C:35]4[C:34]5[C:29](=[CH:30][CH:31]=[CH:32][CH:33]=5)[N:28]=[C:27]([CH3:26])[CH:36]=4)=[CH:40][CH:41]=3)(=[O:46])=[O:47])[C:7]([O:9][CH3:10])=[O:8])[CH2:16][CH2:15]2)=[CH:23][CH:22]=1. (5) Given the reactants [NH2:1][C:2]1[C:3]2[C:10]([C:11]3[CH:16]=[CH:15][CH:14]=[C:13]([O:17][CH2:18][C:19]45[O:25][CH:22]([CH2:23][CH2:24]4)[CH2:21][CH2:20]5)[CH:12]=3)=[CH:9][N:8]([CH:26]3[CH2:29][CH:28](O)[CH2:27]3)[C:4]=2[N:5]=[CH:6][N:7]=1.[C:31](Cl)(=[O:33])[CH3:32].[N:35]1C=CC=CC=1, predict the reaction product. The product is: [NH2:1][C:2]1[C:3]2[C:10]([C:11]3[CH:16]=[CH:15][CH:14]=[C:13]([O:17][CH2:18][C:19]45[O:25][CH:22]([CH2:21][CH2:20]4)[CH2:23][CH2:24]5)[CH:12]=3)=[CH:9][N:8]([C@@H:26]3[CH2:29][C@H:28]([NH:35][C:31](=[O:33])[CH3:32])[CH2:27]3)[C:4]=2[N:5]=[CH:6][N:7]=1. (6) Given the reactants [Cl:1][C:2]1[CH:18]=[CH:17][C:5]([O:6][C:7]2[CH:16]=[CH:15][C:10]([C:11](Cl)=[N:12][OH:13])=[CH:9][CH:8]=2)=[CH:4][CH:3]=1.[C:19]1(=[CH:25][C:26]([O:28][CH2:29][CH3:30])=[O:27])[CH2:24][CH2:23][CH2:22][CH2:21][CH2:20]1.C([O-])(O)=O.[Na+], predict the reaction product. The product is: [Cl:1][C:2]1[CH:18]=[CH:17][C:5]([O:6][C:7]2[CH:16]=[CH:15][C:10]([C:11]3[CH:25]([C:26]([O:28][CH2:29][CH3:30])=[O:27])[C:19]4([CH2:24][CH2:23][CH2:22][CH2:21][CH2:20]4)[O:13][N:12]=3)=[CH:9][CH:8]=2)=[CH:4][CH:3]=1. (7) The product is: [Br:1][C:2]1[CH:7]=[C:6]2[C:5](=[CH:4][CH:3]=1)[O:11][CH:17]([C:16]1[CH:19]=[CH:20][CH:21]=[C:14]([O:13][CH3:12])[CH:15]=1)[CH2:9][C:8]2=[O:10]. Given the reactants [Br:1][C:2]1[CH:3]=[CH:4][C:5]([OH:11])=[C:6]([C:8](=[O:10])[CH3:9])[CH:7]=1.[CH3:12][O:13][C:14]1[CH:15]=[C:16]([CH:19]=[CH:20][CH:21]=1)[CH:17]=O, predict the reaction product.